From a dataset of NCI-60 drug combinations with 297,098 pairs across 59 cell lines. Regression. Given two drug SMILES strings and cell line genomic features, predict the synergy score measuring deviation from expected non-interaction effect. (1) Drug 1: C1=C(C(=O)NC(=O)N1)N(CCCl)CCCl. Drug 2: CS(=O)(=O)CCNCC1=CC=C(O1)C2=CC3=C(C=C2)N=CN=C3NC4=CC(=C(C=C4)OCC5=CC(=CC=C5)F)Cl. Cell line: RXF 393. Synergy scores: CSS=12.3, Synergy_ZIP=-6.59, Synergy_Bliss=0.779, Synergy_Loewe=-2.87, Synergy_HSA=-2.23. (2) Drug 1: CC1=C(N=C(N=C1N)C(CC(=O)N)NCC(C(=O)N)N)C(=O)NC(C(C2=CN=CN2)OC3C(C(C(C(O3)CO)O)O)OC4C(C(C(C(O4)CO)O)OC(=O)N)O)C(=O)NC(C)C(C(C)C(=O)NC(C(C)O)C(=O)NCCC5=NC(=CS5)C6=NC(=CS6)C(=O)NCCC[S+](C)C)O. Drug 2: CC1C(C(CC(O1)OC2CC(CC3=C2C(=C4C(=C3O)C(=O)C5=CC=CC=C5C4=O)O)(C(=O)C)O)N)O. Cell line: SK-MEL-5. Synergy scores: CSS=65.1, Synergy_ZIP=-2.41, Synergy_Bliss=1.75, Synergy_Loewe=5.05, Synergy_HSA=5.79. (3) Drug 1: COC1=NC(=NC2=C1N=CN2C3C(C(C(O3)CO)O)O)N. Drug 2: CC1C(C(CC(O1)OC2CC(CC3=C2C(=C4C(=C3O)C(=O)C5=CC=CC=C5C4=O)O)(C(=O)C)O)N)O. Cell line: HT29. Synergy scores: CSS=30.2, Synergy_ZIP=3.91, Synergy_Bliss=3.74, Synergy_Loewe=-35.7, Synergy_HSA=2.19. (4) Drug 1: C1=NC(=NC(=O)N1C2C(C(C(O2)CO)O)O)N. Drug 2: CC(C)CN1C=NC2=C1C3=CC=CC=C3N=C2N. Cell line: HCT-15. Synergy scores: CSS=28.3, Synergy_ZIP=-4.20, Synergy_Bliss=-4.83, Synergy_Loewe=-3.34, Synergy_HSA=-3.51. (5) Cell line: SNB-19. Drug 2: C1CN(CCN1C(=O)CCBr)C(=O)CCBr. Drug 1: CC1=CC2C(CCC3(C2CCC3(C(=O)C)OC(=O)C)C)C4(C1=CC(=O)CC4)C. Synergy scores: CSS=7.55, Synergy_ZIP=-2.45, Synergy_Bliss=4.08, Synergy_Loewe=-12.8, Synergy_HSA=-3.17. (6) Drug 1: COC1=C2C(=CC3=C1OC=C3)C=CC(=O)O2. Drug 2: B(C(CC(C)C)NC(=O)C(CC1=CC=CC=C1)NC(=O)C2=NC=CN=C2)(O)O. Cell line: TK-10. Synergy scores: CSS=33.6, Synergy_ZIP=2.66, Synergy_Bliss=2.19, Synergy_Loewe=-39.0, Synergy_HSA=2.65. (7) Drug 1: CC1OCC2C(O1)C(C(C(O2)OC3C4COC(=O)C4C(C5=CC6=C(C=C35)OCO6)C7=CC(=C(C(=C7)OC)O)OC)O)O. Drug 2: CC=C1C(=O)NC(C(=O)OC2CC(=O)NC(C(=O)NC(CSSCCC=C2)C(=O)N1)C(C)C)C(C)C. Cell line: SF-539. Synergy scores: CSS=57.7, Synergy_ZIP=-6.47, Synergy_Bliss=-7.99, Synergy_Loewe=-16.0, Synergy_HSA=-4.16. (8) Drug 1: CCC1(CC2CC(C3=C(CCN(C2)C1)C4=CC=CC=C4N3)(C5=C(C=C6C(=C5)C78CCN9C7C(C=CC9)(C(C(C8N6C)(C(=O)OC)O)OC(=O)C)CC)OC)C(=O)OC)O. Drug 2: CNC(=O)C1=NC=CC(=C1)OC2=CC=C(C=C2)NC(=O)NC3=CC(=C(C=C3)Cl)C(F)(F)F. Cell line: HT29. Synergy scores: CSS=81.0, Synergy_ZIP=0.654, Synergy_Bliss=0.501, Synergy_Loewe=-2.02, Synergy_HSA=2.75. (9) Drug 1: CCN(CC)CCNC(=O)C1=C(NC(=C1C)C=C2C3=C(C=CC(=C3)F)NC2=O)C. Drug 2: COCCOC1=C(C=C2C(=C1)C(=NC=N2)NC3=CC=CC(=C3)C#C)OCCOC.Cl. Cell line: HOP-62. Synergy scores: CSS=8.25, Synergy_ZIP=-2.33, Synergy_Bliss=-7.06, Synergy_Loewe=-2.18, Synergy_HSA=-8.57.